Dataset: Full USPTO retrosynthesis dataset with 1.9M reactions from patents (1976-2016). Task: Predict the reactants needed to synthesize the given product. (1) Given the product [Cl:1][C:2]1[N:3]=[CH:4][NH:5][C:6]=1[C:7]([NH:9][CH2:10][C:11]1[CH:16]=[CH:15][C:14]([Cl:17])=[C:13]([O:18][C:19]2[CH:24]=[C:23]([CH2:25][CH:26]3[CH2:27][CH2:28]3)[CH:22]=[C:21]([C:29]#[N:30])[CH:20]=2)[C:12]=1[F:31])=[O:8], predict the reactants needed to synthesize it. The reactants are: [Cl:1][C:2]1[N:3]=[CH:4][N:5](COCC[Si](C)(C)C)[C:6]=1[C:7]([NH:9][CH2:10][C:11]1[CH:16]=[CH:15][C:14]([Cl:17])=[C:13]([O:18][C:19]2[CH:24]=[C:23]([CH2:25][CH:26]3[CH2:28][CH2:27]3)[CH:22]=[C:21]([C:29]#[N:30])[CH:20]=2)[C:12]=1[F:31])=[O:8].C(O)(C(F)(F)F)=O. (2) The reactants are: C[O:2][C:3](=[O:38])[CH2:4][O:5][C:6]1[CH:15]=[CH:14][C:13]([F:16])=[C:12]2[C:7]=1[C:8]([O:34][CH:35]([F:37])[F:36])=[C:9]([CH2:19][C:20]1[CH:25]=[CH:24][C:23]([C:26](=[O:32])[NH:27][CH:28]3[CH2:31][CH2:30][CH2:29]3)=[CH:22][C:21]=1[Cl:33])[C:10]([CH2:17][CH3:18])=[N:11]2.[OH-].[Li+]. Given the product [Cl:33][C:21]1[CH:22]=[C:23]([C:26](=[O:32])[NH:27][CH:28]2[CH2:31][CH2:30][CH2:29]2)[CH:24]=[CH:25][C:20]=1[CH2:19][C:9]1[C:10]([CH2:17][CH3:18])=[N:11][C:12]2[C:7]([C:8]=1[O:34][CH:35]([F:37])[F:36])=[C:6]([O:5][CH2:4][C:3]([OH:38])=[O:2])[CH:15]=[CH:14][C:13]=2[F:16], predict the reactants needed to synthesize it. (3) Given the product [C:22]([C:27]1[N:8]([CH2:9][CH:10]2[CH2:11][CH2:12][CH:13]([F:16])[CH2:14][CH2:15]2)[C:7]2[CH:6]=[CH:5][C:4]([NH:17][C:18](=[O:20])[CH3:19])=[CH:3][C:2]=2[N:1]=1)([CH3:26])([CH3:23])[CH3:21], predict the reactants needed to synthesize it. The reactants are: [NH2:1][C:2]1[CH:3]=[C:4]([NH:17][C:18](=[O:20])[CH3:19])[CH:5]=[CH:6][C:7]=1[NH:8][CH2:9][CH:10]1[CH2:15][CH2:14][CH:13]([F:16])[CH2:12][CH2:11]1.[CH3:21][C:22]([CH3:27])([CH3:26])[C:23](Cl)=O. (4) Given the product [CH2:15]([N:17]([CH:18]([CH3:20])[CH3:19])[C:8](=[O:13])[C:9]1[CH:11]=[C:1]([CH3:7])[CH:6]=[C:5]([OH:21])[CH:10]=1)[CH3:16], predict the reactants needed to synthesize it. The reactants are: [C:1]1([CH3:7])[CH:6]=[CH:5]C=CC=1.[C:8](Cl)(=[O:13])[C:9](C)([CH3:11])[CH3:10].[CH2:15]([NH:17][CH:18]([CH3:20])[CH3:19])[CH3:16].[OH-:21].[Na+]. (5) Given the product [CH:1]1([C:7]2[CH:12]=[CH:11][C:10]([CH2:13][C:14]#[N:15])=[CH:9][CH:8]=2)[CH2:3][CH2:2]1, predict the reactants needed to synthesize it. The reactants are: [CH:1]1([Mg]Br)[CH2:3][CH2:2]1.Br[C:7]1[CH:12]=[CH:11][C:10]([CH2:13][C:14]#[N:15])=[CH:9][CH:8]=1. (6) Given the product [Cl:1][C:2]1[CH:7]=[C:6]2[C:5]([CH:8]([CH3:15])[CH:9]([CH2:10][CH3:11])[N:12]=[CH:13]2)=[CH:4][C:3]=1[O:16][CH2:17][CH2:18][O:19][CH3:20], predict the reactants needed to synthesize it. The reactants are: [Cl:1][C:2]1[CH:7]=[CH:6][C:5]([CH:8]([CH3:15])[CH:9]([NH:12][CH:13]=O)[CH2:10][CH3:11])=[CH:4][C:3]=1[O:16][CH2:17][CH2:18][O:19][CH3:20].O=P(Cl)(Cl)Cl. (7) Given the product [O:1]([C:8]1[C:13]2[C:14]([NH:17][CH2:18][CH:20]3[CH2:25][CH2:24][N:23]([C:26]([O:28][C:29]([CH3:30])([CH3:32])[CH3:31])=[O:27])[CH2:22][CH2:21]3)=[N:15][NH:16][C:12]=2[CH:11]=[CH:10][N:9]=1)[C:2]1[CH:3]=[CH:4][CH:5]=[CH:6][CH:7]=1, predict the reactants needed to synthesize it. The reactants are: [O:1]([C:8]1[C:13]2[C:14]([NH2:17])=[N:15][NH:16][C:12]=2[CH:11]=[CH:10][N:9]=1)[C:2]1[CH:7]=[CH:6][CH:5]=[CH:4][CH:3]=1.[CH:18]([CH:20]1[CH2:25][CH2:24][N:23]([C:26]([O:28][C:29]([CH3:32])([CH3:31])[CH3:30])=[O:27])[CH2:22][CH2:21]1)=O.C(O[BH-](OC(=O)C)OC(=O)C)(=O)C.[Na+].C(O)(=O)C. (8) The reactants are: [NH2:1][C:2]1[CH:11]=[CH:10][CH:9]=[C:8]2[C:3]=1[C:4](=[O:21])[N:5]([CH:13]1[CH2:18][CH2:17][C:16](=[O:19])[NH:15][C:14]1=[O:20])[C:6]([CH3:12])=[N:7]2.[C:22](Cl)(=[O:29])[CH2:23][CH2:24][CH2:25][CH2:26][CH2:27][CH3:28]. Given the product [O:20]=[C:14]1[CH:13]([N:5]2[C:4](=[O:21])[C:3]3[C:8](=[CH:9][CH:10]=[CH:11][C:2]=3[NH:1][C:22](=[O:29])[CH2:23][CH2:24][CH2:25][CH2:26][CH2:27][CH3:28])[N:7]=[C:6]2[CH3:12])[CH2:18][CH2:17][C:16](=[O:19])[NH:15]1, predict the reactants needed to synthesize it. (9) The reactants are: S(Cl)([Cl:3])=O.[CH2:5]([O:7][C:8]1[CH:15]=[CH:14][CH:13]=[CH:12][C:9]=1[CH2:10]O)[CH3:6]. Given the product [Cl:3][CH2:10][C:9]1[CH:12]=[CH:13][CH:14]=[CH:15][C:8]=1[O:7][CH2:5][CH3:6], predict the reactants needed to synthesize it.